From a dataset of Blood-brain barrier permeability classification from the B3DB database. Regression/Classification. Given a drug SMILES string, predict its absorption, distribution, metabolism, or excretion properties. Task type varies by dataset: regression for continuous measurements (e.g., permeability, clearance, half-life) or binary classification for categorical outcomes (e.g., BBB penetration, CYP inhibition). Dataset: b3db_classification. (1) The molecule is OC(CCN1CCCC1)(c1ccccc1)C1CCCCC1. The result is 1 (penetrates BBB). (2) The drug is C=C1CC2C3C=CC4=CC(=O)CC[C@]4(C)C3[C@@H](O)C[C@]2(C)[C@@]1(O)C(=O)CO. The result is 1 (penetrates BBB).